Regression. Given two drug SMILES strings and cell line genomic features, predict the synergy score measuring deviation from expected non-interaction effect. From a dataset of NCI-60 drug combinations with 297,098 pairs across 59 cell lines. Drug 1: C1C(C(OC1N2C=C(C(=O)NC2=O)F)CO)O. Drug 2: COC1=NC(=NC2=C1N=CN2C3C(C(C(O3)CO)O)O)N. Cell line: MDA-MB-435. Synergy scores: CSS=5.15, Synergy_ZIP=-1.74, Synergy_Bliss=-1.70, Synergy_Loewe=2.06, Synergy_HSA=-0.926.